Dataset: NCI-60 drug combinations with 297,098 pairs across 59 cell lines. Task: Regression. Given two drug SMILES strings and cell line genomic features, predict the synergy score measuring deviation from expected non-interaction effect. Drug 1: C1CCC(CC1)NC(=O)N(CCCl)N=O. Drug 2: CS(=O)(=O)CCNCC1=CC=C(O1)C2=CC3=C(C=C2)N=CN=C3NC4=CC(=C(C=C4)OCC5=CC(=CC=C5)F)Cl. Cell line: SK-MEL-28. Synergy scores: CSS=18.6, Synergy_ZIP=-0.338, Synergy_Bliss=6.58, Synergy_Loewe=2.90, Synergy_HSA=3.61.